Dataset: Catalyst prediction with 721,799 reactions and 888 catalyst types from USPTO. Task: Predict which catalyst facilitates the given reaction. (1) Reactant: [CH3:1][N:2]([CH2:6][CH2:7][CH:8]([C:15]1[CH:20]=[CH:19][CH:18]=[CH:17][CH:16]=1)[C:9]1[CH:14]=[CH:13][CH:12]=[CH:11][CH:10]=1)[CH2:3][C:4]#[N:5].[N:21]([Sn](CCCC)(CCCC)CCCC)=[N+:22]=[N-:23].[ClH:37]. Product: [ClH:37].[CH3:1][N:2]([CH2:6][CH2:7][CH:8]([C:15]1[CH:20]=[CH:19][CH:18]=[CH:17][CH:16]=1)[C:9]1[CH:10]=[CH:11][CH:12]=[CH:13][CH:14]=1)[CH2:3][C:4]1[NH:23][N:22]=[N:21][N:5]=1. The catalyst class is: 27. (2) Reactant: [Br:1][C:2]1[CH:7]=[C:6]([Cl:8])[CH:5]=[CH:4][C:3]=1[F:9].[Li+].CC([N-]C(C)C)C.[C:18](=[O:20])=[O:19]. Product: [Br:1][C:2]1[C:3]([F:9])=[C:4]([CH:5]=[C:6]([Cl:8])[CH:7]=1)[C:18]([OH:20])=[O:19]. The catalyst class is: 1. (3) Reactant: [Cl:1][C:2]1[CH:3]=[C:4]([CH:10]=[C:11]([O:14][CH2:15][CH3:16])[C:12]=1I)[C:5]([O:7][CH2:8][CH3:9])=[O:6].[F:17][C:18]1[CH:23]=[CH:22][C:21](B(O)O)=[CH:20][CH:19]=1.[F-].[Cs+].COCCOC. Product: [Cl:1][C:2]1[CH:3]=[C:4]([C:5]([O:7][CH2:8][CH3:9])=[O:6])[CH:10]=[C:11]([O:14][CH2:15][CH3:16])[C:12]=1[C:21]1[CH:22]=[CH:23][C:18]([F:17])=[CH:19][CH:20]=1. The catalyst class is: 84.